From a dataset of Full USPTO retrosynthesis dataset with 1.9M reactions from patents (1976-2016). Predict the reactants needed to synthesize the given product. (1) Given the product [Br:20][C:21]1[CH:22]=[CH:23][C:24]([N:28]2[CH2:29][CH2:30][O:31][CH2:32][CH2:33]2)=[C:25]([NH:27][C:2]2[C:11]3[C:6](=[CH:7][CH:8]=[CH:9][CH:10]=3)[N:5]=[C:4]([C:12]3[CH:17]=[CH:16][CH:15]=[CH:14][C:13]=3[F:18])[C:3]=2[CH3:19])[CH:26]=1, predict the reactants needed to synthesize it. The reactants are: Cl[C:2]1[C:11]2[C:6](=[CH:7][CH:8]=[CH:9][CH:10]=2)[N:5]=[C:4]([C:12]2[CH:17]=[CH:16][CH:15]=[CH:14][C:13]=2[F:18])[C:3]=1[CH3:19].[Br:20][C:21]1[CH:22]=[CH:23][C:24]([N:28]2[CH2:33][CH2:32][O:31][CH2:30][CH2:29]2)=[C:25]([NH2:27])[CH:26]=1.Cl.O1CCOCC1. (2) Given the product [C:17]1([C:3]2[C:2]3[N:7]([CH:24]=[CH:25][N:1]=3)[CH:6]=[N:5][C:4]=2[C:9]2[CH:16]=[CH:15][C:12]([CH:13]=[O:14])=[CH:11][CH:10]=2)[CH:22]=[CH:21][CH:20]=[CH:19][CH:18]=1, predict the reactants needed to synthesize it. The reactants are: [NH2:1][C:2]1[N:7]=[C:6](C)[N:5]=[C:4]([C:9]2[CH:16]=[CH:15][C:12]([CH:13]=[O:14])=[CH:11][CH:10]=2)[C:3]=1[C:17]1[CH:22]=[CH:21][CH:20]=[CH:19][CH:18]=1.Cl[CH2:24][CH:25]=O. (3) Given the product [CH3:15][C@H:10]1[O:11][C@@H:12]([CH3:14])[CH2:13][N:8]([C:5]2[C:4]([CH:16]=[O:17])=[CH:3][C:2]([C:23]3[O:24][CH:25]=[CH:26][N:27]=3)=[CH:7][N:6]=2)[CH2:9]1, predict the reactants needed to synthesize it. The reactants are: Br[C:2]1[CH:3]=[C:4]([CH:16]=[O:17])[C:5]([N:8]2[CH2:13][C@@H:12]([CH3:14])[O:11][C@@H:10]([CH3:15])[CH2:9]2)=[N:6][CH:7]=1.C([Sn](CCCC)(CCCC)[C:23]1[O:24][CH:25]=[CH:26][N:27]=1)CCC. (4) Given the product [CH2:2]([O:6][CH2:7][CH2:8][CH2:9][CH3:10])[CH2:3][CH2:4][CH3:5].[C:12]12([Mg:1][Br:24])[CH2:21][CH:16]3[CH2:15][CH:14]([CH2:20][CH:18]([CH2:17]3)[CH2:19]1)[CH2:13]2, predict the reactants needed to synthesize it. The reactants are: [Mg:1].[CH2:2]([O:6][CH2:7][CH2:8][CH2:9][CH3:10])[CH2:3][CH2:4][CH3:5].Br[C:12]12[CH2:21][CH:16]3[CH2:17][CH:18]([CH2:20][CH:14]([CH2:15]3)[CH2:13]1)[CH2:19]2.C([Br:24])C. (5) Given the product [CH2:30]([O:33][C:23]([C:2]1[CH:3]=[C:4]([O:8][C:9]2[CH:18]=[CH:17][C:16]3[C:11](=[CH:12][CH:13]=[CH:14][C:15]=3[C:19]([OH:21])=[O:20])[CH:10]=2)[N:5]=[CH:6][N:7]=1)=[O:24])[CH3:31], predict the reactants needed to synthesize it. The reactants are: Cl[C:2]1[N:7]=[CH:6][N:5]=[C:4]([O:8][C:9]2[CH:10]=[C:11]3[C:16](=[CH:17][CH:18]=2)[C:15]([C:19]([OH:21])=[O:20])=[CH:14][CH:13]=[CH:12]3)[CH:3]=1.C[CH2:23][OH:24].CCN([CH2:30][CH3:31])CC.[C]=[O:33]. (6) Given the product [CH2:1]([O:3][C:4](=[O:26])[CH2:5][CH:6]1[O:10][B:9]([OH:11])[C:8]2[CH:12]=[C:13]([OH:19])[CH:14]=[C:15]([CH2:16][Br:28])[C:7]1=2)[CH3:2], predict the reactants needed to synthesize it. The reactants are: [CH2:1]([O:3][C:4](=[O:26])[CH2:5][CH:6]1[O:10][B:9]([OH:11])[C:8]2[CH:12]=[C:13]([O:19]C3CCCCO3)[CH:14]=[C:15]([CH2:16]OC)[C:7]1=2)[CH3:2].B(Br)(Br)[Br:28].C(O)C.